This data is from Full USPTO retrosynthesis dataset with 1.9M reactions from patents (1976-2016). The task is: Predict the reactants needed to synthesize the given product. (1) Given the product [ClH:1].[C:20]([C:22]1[CH:23]=[C:24]([CH:26]=[CH:27][C:28]=1[O:29][CH2:30][C:31]1[CH:36]=[CH:35][CH:34]=[CH:33][C:32]=1[F:37])[NH:25][C:2]1[C:11]2[C:6](=[CH:7][CH:8]=[CH:9][C:10]=2[O:12][CH:13]2[CH2:18][CH2:17][N:16]([CH3:19])[CH2:15][CH2:14]2)[N:5]=[CH:4][N:3]=1)#[CH:21], predict the reactants needed to synthesize it. The reactants are: [Cl:1][C:2]1[C:11]2[C:6](=[CH:7][CH:8]=[CH:9][C:10]=2[O:12][CH:13]2[CH2:18][CH2:17][N:16]([CH3:19])[CH2:15][CH2:14]2)[N:5]=[CH:4][N:3]=1.[C:20]([C:22]1[CH:23]=[C:24]([CH:26]=[CH:27][C:28]=1[O:29][CH2:30][C:31]1[CH:36]=[CH:35][CH:34]=[CH:33][C:32]=1[F:37])[NH2:25])#[CH:21]. (2) Given the product [O:19]=[C:18]1[CH2:17][CH2:16][O:15][CH2:14][CH:13]1[C:6]1[CH:7]=[CH:8][C:3]([C:1]#[N:2])=[CH:4][CH:5]=1, predict the reactants needed to synthesize it. The reactants are: [C:1]([C:3]1[CH:8]=[CH:7][C:6](B(O)O)=[CH:5][CH:4]=1)#[N:2].I[CH:13]1[C:18](OC)([O:19]C)[CH2:17][CH2:16][O:15][CH2:14]1. (3) Given the product [O:13]([CH2:15][C:16]([C:18]1[C:26]2[CH:25]=[CH:24][CH:23]=[CH:22][C:21]=2[N:20]2[CH2:27][CH2:28][NH:29][CH2:30][CH2:31][C:19]=12)=[O:17])[C:7]1[CH:12]=[CH:11][CH:10]=[CH:9][CH:8]=1, predict the reactants needed to synthesize it. The reactants are: C([O-])([O-])=O.[K+].[K+].[C:7]1([OH:13])[CH:12]=[CH:11][CH:10]=[CH:9][CH:8]=1.Br[CH2:15][C:16]([C:18]1[C:26]2[CH:25]=[CH:24][CH:23]=[CH:22][C:21]=2[N:20]2[CH2:27][CH2:28][N:29](C(=O)C(F)(F)F)[CH2:30][CH2:31][C:19]=12)=[O:17].[OH-].[Na+].